This data is from Peptide-MHC class I binding affinity with 185,985 pairs from IEDB/IMGT. The task is: Regression. Given a peptide amino acid sequence and an MHC pseudo amino acid sequence, predict their binding affinity value. This is MHC class I binding data. The peptide sequence is RVISDGYFK. The MHC is HLA-A33:01 with pseudo-sequence HLA-A33:01. The binding affinity (normalized) is 0.304.